Dataset: HIV replication inhibition screening data with 41,000+ compounds from the AIDS Antiviral Screen. Task: Binary Classification. Given a drug SMILES string, predict its activity (active/inactive) in a high-throughput screening assay against a specified biological target. The result is 0 (inactive). The molecule is O=C(c1ccc(NCN2C(=O)CCC2=O)cc1)c1ccc(NCN2C(=O)CCC2=O)cc1.